The task is: Predict the reactants needed to synthesize the given product.. This data is from Full USPTO retrosynthesis dataset with 1.9M reactions from patents (1976-2016). Given the product [NH2:28][C:26]1[CH:25]=[C:24]([Cl:31])[C:3]([O:4][C:5]2[CH:6]=[CH:7][C:8]([OH:23])=[C:9]([CH:22]=2)[C:10]([NH:12][CH2:13][CH2:14][CH2:15][CH2:16][CH2:17][CH2:18][CH2:19][CH2:20][CH3:21])=[O:11])=[C:2]([Cl:1])[CH:27]=1, predict the reactants needed to synthesize it. The reactants are: [Cl:1][C:2]1[CH:27]=[C:26]([N+:28]([O-])=O)[CH:25]=[C:24]([Cl:31])[C:3]=1[O:4][C:5]1[CH:6]=[CH:7][C:8]([OH:23])=[C:9]([CH:22]=1)[C:10]([NH:12][CH2:13][CH2:14][CH2:15][CH2:16][CH2:17][CH2:18][CH2:19][CH2:20][CH3:21])=[O:11].